Dataset: Catalyst prediction with 721,799 reactions and 888 catalyst types from USPTO. Task: Predict which catalyst facilitates the given reaction. (1) Reactant: [Br:1][C:2]1[CH:3]=[CH:4][C:5]([C:8]([C:10]2[C:11]([O:16][CH3:17])=[N:12][CH:13]=[N:14][CH:15]=2)=[O:9])=[N:6][CH:7]=1.[C:18]([Mg]Cl)([CH3:21])([CH3:20])[CH3:19]. Product: [Br:1][C:2]1[CH:3]=[CH:4][C:5]([C:8]([C:10]2[C:11]([O:16][CH3:17])=[N:12][CH:13]=[N:14][CH:15]=2)([OH:9])[C:18]([CH3:21])([CH3:20])[CH3:19])=[N:6][CH:7]=1. The catalyst class is: 76. (2) Product: [CH:13]1[CH:12]=[CH:11][C:10]2[S:6][N:7]=[C:8]([N:15]3[CH2:16][CH2:17][N:18]([CH2:21][C@H:22]4[C@H:27]([CH2:28][N:30]5[C:31](=[O:39])[C@H:32]6[C@H:37]([C@H:36]7[CH2:38][C@@H:33]6[CH2:34][CH2:35]7)[C:29]5=[O:40])[CH2:26][CH2:25][CH2:24][CH2:23]4)[CH2:19][CH2:20]3)[C:9]=2[CH:14]=1. The catalyst class is: 32. Reactant: S([O-])(=O)(=O)C.[S:6]1[C:10]2[CH:11]=[CH:12][CH:13]=[CH:14][C:9]=2[C:8]([N:15]2[CH2:20][CH2:19][N+:18]3([CH2:28][C@H:27]4[C@@H:22]([CH2:23][CH2:24][CH2:25][CH2:26]4)[CH2:21]3)[CH2:17][CH2:16]2)=[N:7]1.[C:29]1(=[O:40])[C@H:37]2[C@H:32]([C@H:33]3[CH2:38][C@@H:36]2[CH2:35][CH2:34]3)[C:31](=[O:39])[NH:30]1.C(=O)([O-])[O-].[K+].[K+].C1(C)C(C)=CC=CC=1.